This data is from Peptide-MHC class I binding affinity with 185,985 pairs from IEDB/IMGT. The task is: Regression. Given a peptide amino acid sequence and an MHC pseudo amino acid sequence, predict their binding affinity value. This is MHC class I binding data. (1) The peptide sequence is ILNKIVQLPK. The MHC is HLA-A68:01 with pseudo-sequence HLA-A68:01. The binding affinity (normalized) is 0.166. (2) The peptide sequence is KITTESIVIW. The MHC is HLA-B35:01 with pseudo-sequence HLA-B35:01. The binding affinity (normalized) is 0.0151. (3) The peptide sequence is YLLVKWYRK. The MHC is HLA-A11:01 with pseudo-sequence HLA-A11:01. The binding affinity (normalized) is 0.796. (4) The peptide sequence is SINVTIPEQY. The MHC is HLA-A11:01 with pseudo-sequence HLA-A11:01. The binding affinity (normalized) is 0.384. (5) The peptide sequence is ISTPKLKEDY. The MHC is HLA-A26:01 with pseudo-sequence HLA-A26:01. The binding affinity (normalized) is 0. (6) The peptide sequence is AAAKAAAAV. The MHC is HLA-A02:06 with pseudo-sequence HLA-A02:06. The binding affinity (normalized) is 0.640.